From a dataset of NCI-60 drug combinations with 297,098 pairs across 59 cell lines. Regression. Given two drug SMILES strings and cell line genomic features, predict the synergy score measuring deviation from expected non-interaction effect. (1) Drug 1: CC(CN1CC(=O)NC(=O)C1)N2CC(=O)NC(=O)C2. Drug 2: CC1C(C(CC(O1)OC2CC(CC3=C2C(=C4C(=C3O)C(=O)C5=CC=CC=C5C4=O)O)(C(=O)C)O)N)O. Cell line: SF-295. Synergy scores: CSS=44.5, Synergy_ZIP=-5.42, Synergy_Bliss=-5.18, Synergy_Loewe=-2.93, Synergy_HSA=-1.60. (2) Drug 1: CCC(=C(C1=CC=CC=C1)C2=CC=C(C=C2)OCCN(C)C)C3=CC=CC=C3.C(C(=O)O)C(CC(=O)O)(C(=O)O)O. Drug 2: C1=NC2=C(N=C(N=C2N1C3C(C(C(O3)CO)O)F)Cl)N. Cell line: UACC62. Synergy scores: CSS=2.03, Synergy_ZIP=-0.803, Synergy_Bliss=-0.262, Synergy_Loewe=0.224, Synergy_HSA=-0.625.